Dataset: Full USPTO retrosynthesis dataset with 1.9M reactions from patents (1976-2016). Task: Predict the reactants needed to synthesize the given product. (1) Given the product [Cl:13][C:8]1[C:9]2[C:10](=[O:11])[NH:19][N:18]=[C:1]([CH3:2])[C:4]=2[N:5]([CH3:16])[C:6](=[O:15])[C:7]=1[CH3:14], predict the reactants needed to synthesize it. The reactants are: [C:1]([C:4]1[N:5]([CH3:16])[C:6](=[O:15])[C:7]([CH3:14])=[C:8]([Cl:13])[C:9]=1[C:10](O)=[O:11])(=O)[CH3:2].O.[NH2:18][NH2:19].Cl. (2) Given the product [OH:51][C:38]([CH3:39])([CH3:44])[CH:45]([CH3:46])[O:1][C@H:2]1[CH2:3][CH2:4][C@H:5]([N:8]2[C:13](=[O:14])[C:12]([CH2:15][C:16]3[CH:21]=[CH:20][C:19]([C:22]4[C:23]([C:28]#[N:29])=[CH:24][CH:25]=[CH:26][CH:27]=4)=[CH:18][CH:17]=3)=[C:11]([CH2:30][CH2:31][CH3:32])[N:10]3[N:33]=[CH:34][CH:35]=[C:9]23)[CH2:6][CH2:7]1, predict the reactants needed to synthesize it. The reactants are: [OH:1][C@H:2]1[CH2:7][CH2:6][C@H:5]([N:8]2[C:13](=[O:14])[C:12]([CH2:15][C:16]3[CH:21]=[CH:20][C:19]([C:22]4[C:23]([C:28]#[N:29])=[CH:24][CH:25]=[CH:26][CH:27]=4)=[CH:18][CH:17]=3)=[C:11]([CH2:30][CH2:31][CH3:32])[N:10]3[N:33]=[CH:34][CH:35]=[C:9]23)[CH2:4][CH2:3]1.[N+](=[C:38]([CH3:44])[C:39](OCC)=O)=[N-].[C:45](OCC)(=O)[CH3:46].[OH2:51].